From a dataset of Forward reaction prediction with 1.9M reactions from USPTO patents (1976-2016). Predict the product of the given reaction. (1) The product is: [O:36]1[CH:35]=[CH:34][CH:33]=[C:32]1[CH2:31][S:37][CH2:11][CH2:10][NH:13][C:14]([C:16]1[S:17][CH:18]=[CH:19][C:20]=1[NH:21][C:22]1[CH:27]=[CH:26][N:25]=[C:24]2[NH:28][CH:29]=[CH:30][C:23]=12)=[O:15]. Given the reactants C(OC(N1C[CH2:11][CH:10]([NH:13][C:14]([C:16]2[S:17][CH:18]=[CH:19][C:20]=2[NH:21][C:22]2[CH:27]=[CH:26][N:25]=[C:24]3[NH:28][CH:29]=[CH:30][C:23]=23)=[O:15])C1)=O)(C)(C)C.[CH2:31]([S:37]CCN)[C:32]1[O:36][CH:35]=[CH:34][CH:33]=1.C(N1CCC(N)C1)(OC(C)(C)C)=O, predict the reaction product. (2) Given the reactants Br[C:2]1[CH:3]=[CH:4][C:5]([N:8]2[C:12]3[CH:13]=[CH:14][C:15]([O:17][CH3:18])=[CH:16][C:11]=3[N:10]=[C:9]2[C:19]([F:22])([F:21])[F:20])=[N:6][CH:7]=1.[NH:23]1CCC[C@H:24]1[C:25](O)=O.CCN.C([O-])([O-])=O.[K+].[K+], predict the reaction product. The product is: [CH2:24]([NH:23][C:2]1[CH:7]=[N:6][C:5]([N:8]2[C:12]3[CH:13]=[CH:14][C:15]([O:17][CH3:18])=[CH:16][C:11]=3[N:10]=[C:9]2[C:19]([F:22])([F:21])[F:20])=[CH:4][CH:3]=1)[CH3:25]. (3) Given the reactants [F:1][C:2]1[C:3]([CH3:19])=[C:4]([NH:8][C:9](=[O:18])/[CH:10]=[CH:11]/C2C=CC=CC=2)[CH:5]=[CH:6][CH:7]=1.[Cl-].[Cl-].[Cl-].[Al+3], predict the reaction product. The product is: [F:1][C:2]1[C:3]([CH3:19])=[C:4]2[C:5]([CH:11]=[CH:10][C:9](=[O:18])[NH:8]2)=[CH:6][CH:7]=1. (4) Given the reactants CC(C)([O-])C.[K+].[C:7]([C:10]1[CH:15]=[CH:14][CH:13]=[CH:12][N:11]=1)(=[O:9])[CH3:8].[F:16][C:17]([F:24])([F:23])[C:18](OCC)=[O:19].OS(O)(=O)=O, predict the reaction product. The product is: [O:19]=[C:18]([C:17]([F:24])([F:23])[F:16])[CH2:8][C:7]([C:10]1[CH:15]=[CH:14][CH:13]=[CH:12][N:11]=1)=[O:9]. (5) Given the reactants [CH3:1][N:2]1[C:6]([C:7]2[CH:8]=[N:9][NH:10][C:11]=2[NH2:12])=[CH:5][CH:4]=[N:3]1.[CH2:13]([O:15][C:16]1[CH:17]=[C:18]([C:23](=O)[CH2:24][C:25](OCC)=[O:26])[CH:19]=[CH:20][C:21]=1[F:22])[CH3:14].CC1C=CC(S(O)(=O)=O)=CC=1, predict the reaction product. The product is: [CH2:13]([O:15][C:16]1[CH:17]=[C:18]([C:23]2[NH:12][C:11]3[N:10]([N:9]=[CH:8][C:7]=3[C:6]3[N:2]([CH3:1])[N:3]=[CH:4][CH:5]=3)[C:25](=[O:26])[CH:24]=2)[CH:19]=[CH:20][C:21]=1[F:22])[CH3:14]. (6) The product is: [CH2:1]([CH:34]([C@@H:26]1[CH2:25][CH2:24][O:23][C@H:22]([O:21][C@@H:19]([C:11]2[CH:10]=[C:9]([C:8]([F:36])([F:7])[F:37])[CH:14]=[C:13]([C:15]([F:16])([F:17])[F:18])[CH:12]=2)[CH3:20])[C@H:27]1[C:28]1[CH:29]=[CH:30][CH:31]=[CH:32][CH:33]=1)[OH:35])[CH2:2][CH:3]=[CH2:4]. Given the reactants [CH2:1]([Mg]Br)[CH2:2][CH:3]=[CH2:4].[F:7][C:8]([F:37])([F:36])[C:9]1[CH:10]=[C:11]([C@H:19]([O:21][C@@H:22]2[C@@H:27]([C:28]3[CH:33]=[CH:32][CH:31]=[CH:30][CH:29]=3)[C@H:26]([CH:34]=[O:35])[CH2:25][CH2:24][O:23]2)[CH3:20])[CH:12]=[C:13]([C:15]([F:18])([F:17])[F:16])[CH:14]=1.[Cl-].[NH4+].C(OCC)(=O)C, predict the reaction product. (7) Given the reactants [Cl:1][C:2]1[CH:7]=[CH:6][CH:5]=[CH:4][C:3]=1[C:8]1[CH:17]=[C:16]([S:18](Cl)(=[O:20])=[O:19])[CH:15]=[C:14]2[C:9]=1[CH2:10][N:11]([CH2:31][C:32]1[CH:37]=[CH:36][C:35]([O:38][CH3:39])=[CH:34][CH:33]=1)[C:12](=[O:30])[N:13]2[C:22]1[C:27]([Cl:28])=[CH:26][CH:25]=[CH:24][C:23]=1[Cl:29].[CH3:40][CH:41]1[NH:46][CH2:45][CH2:44][N:43](C(OC(C)(C)C)=O)[CH2:42]1.BrC1C=C(OC)C=C(Br)C=1CCC(O)=O, predict the reaction product. The product is: [Cl:1][C:2]1[CH:7]=[CH:6][CH:5]=[CH:4][C:3]=1[C:8]1[CH:17]=[C:16]([S:18]([N:46]2[CH2:45][CH2:44][NH:43][CH2:42][CH:41]2[CH3:40])(=[O:20])=[O:19])[CH:15]=[C:14]2[C:9]=1[CH2:10][N:11]([CH2:31][C:32]1[CH:37]=[CH:36][C:35]([O:38][CH3:39])=[CH:34][CH:33]=1)[C:12](=[O:30])[N:13]2[C:22]1[C:27]([Cl:28])=[CH:26][CH:25]=[CH:24][C:23]=1[Cl:29]. (8) Given the reactants [C:1]([C:3]1[C@@H:8]([C:9]2[CH:14]=[CH:13][C:12]([C:15]#[N:16])=[CH:11][C:10]=2[S:17]([CH3:20])(=[O:19])=[O:18])[N:7]([C:21](OC2C=CC([N+]([O-])=O)=CC=2)=[O:22])[C:6](=[O:33])[N:5]([C:34]2[CH:39]=[CH:38][CH:37]=[C:36]([C:40]([F:43])([F:42])[F:41])[CH:35]=2)[C:4]=1[CH3:44])#[N:2].[NH2:45][CH:46]([CH2:49][OH:50])[CH2:47][OH:48], predict the reaction product. The product is: [C:1]([C:3]1[C@@H:8]([C:9]2[CH:14]=[CH:13][C:12]([C:15]#[N:16])=[CH:11][C:10]=2[S:17]([CH3:20])(=[O:19])=[O:18])[N:7]([C:21]([NH:45][CH:46]([CH2:49][OH:50])[CH2:47][OH:48])=[O:22])[C:6](=[O:33])[N:5]([C:34]2[CH:39]=[CH:38][CH:37]=[C:36]([C:40]([F:41])([F:42])[F:43])[CH:35]=2)[C:4]=1[CH3:44])#[N:2].